From a dataset of Forward reaction prediction with 1.9M reactions from USPTO patents (1976-2016). Predict the product of the given reaction. Given the reactants [OH:1][C:2]1[CH:7]=[CH:6][CH:5]=[CH:4][C:3]=1[N:8]1[C:17](=[O:18])[C:16]2[C:11](=[CH:12][CH:13]=[CH:14][CH:15]=2)[N:10]=[C:9]1[CH:19]([N:21]1[CH2:26][CH2:25][NH:24][CH2:23][CH2:22]1)[CH3:20].[Cl:27][C:28]1[CH:38]=[CH:37][C:31]([O:32][CH2:33][C:34](Cl)=[O:35])=[CH:30][CH:29]=1, predict the reaction product. The product is: [Cl:27][C:28]1[CH:38]=[CH:37][C:31]([O:32][CH2:33][C:34]([N:24]2[CH2:23][CH2:22][N:21]([CH:19]([C:9]3[N:8]([C:3]4[CH:4]=[CH:5][CH:6]=[CH:7][C:2]=4[OH:1])[C:17](=[O:18])[C:16]4[C:11](=[CH:12][CH:13]=[CH:14][CH:15]=4)[N:10]=3)[CH3:20])[CH2:26][CH2:25]2)=[O:35])=[CH:30][CH:29]=1.